Task: Predict the reactants needed to synthesize the given product.. Dataset: Full USPTO retrosynthesis dataset with 1.9M reactions from patents (1976-2016) (1) Given the product [CH3:21][C:22]1[CH:27]=[CH:26][CH:25]=[CH:24][C:23]=1[O:10][C:11]1[C:20]2[C:15](=[CH:16][CH:17]=[CH:18][CH:19]=2)[N:14]=[CH:13][N:12]=1, predict the reactants needed to synthesize it. The reactants are: N1([O:10][C:11]2[C:20]3[C:15](=[CH:16][CH:17]=[CH:18][CH:19]=3)[N:14]=[CH:13][N:12]=2)C2C=CC=CC=2N=N1.[CH3:21][C:22]1[CH:27]=[CH:26][CH:25]=[CH:24][C:23]=1B(O)O.N1(C2C3C(=CC=CC=3)N=CN=2)C2C=CC=CC=2N=N1. (2) Given the product [C:23]([CH2:22][N:19]1[CH2:20][CH2:21][CH:16]([NH:15][C:1]([NH:45][C:40]2[CH:41]=[C:42]3[C:37](=[CH:38][CH:39]=2)[N:36]=[C:35]([NH:34][C@H:25]2[C:33]4[C:28](=[CH:29][CH:30]=[CH:31][CH:32]=4)[CH2:27][CH2:26]2)[CH:44]=[CH:43]3)=[O:12])[CH2:17][CH2:18]1)#[N:24], predict the reactants needed to synthesize it. The reactants are: [C:1](=[O:12])(OC(Cl)(Cl)Cl)OC(Cl)(Cl)Cl.Cl.Cl.[NH2:15][CH:16]1[CH2:21][CH2:20][N:19]([CH2:22][C:23]#[N:24])[CH2:18][CH2:17]1.[C@H:25]1([NH:34][C:35]2[CH:44]=[CH:43][C:42]3[C:37](=[CH:38][CH:39]=[C:40]([NH2:45])[CH:41]=3)[N:36]=2)[C:33]2[C:28](=[CH:29][CH:30]=[CH:31][CH:32]=2)[CH2:27][CH2:26]1. (3) Given the product [Br:1][C:2]1[S:3][C:4]([C:17](=[O:18])[C:16]2[CH:20]=[CH:21][C:13]([I:12])=[C:14]([N+:22]([O-:24])=[O:23])[CH:15]=2)=[CH:5][C:6]=1[CH2:7][C:8]([O:10][CH3:11])=[O:9], predict the reactants needed to synthesize it. The reactants are: [Br:1][C:2]1[S:3][CH:4]=[CH:5][C:6]=1[CH2:7][C:8]([O:10][CH3:11])=[O:9].[I:12][C:13]1[CH:21]=[CH:20][C:16]([C:17](Cl)=[O:18])=[CH:15][C:14]=1[N+:22]([O-:24])=[O:23].[Al+3].[Cl-].[Cl-].[Cl-]. (4) Given the product [CH2:24]([C:25]1[N:12]([CH2:13][C:14]2([C:18]([O:20][CH2:21][CH3:22])=[O:19])[CH2:17][CH2:16][CH2:15]2)[C:11]2[C:10]3[CH:9]=[CH:8][CH:7]=[CH:6][C:5]=3[N:4]=[CH:3][C:2]=2[N:1]=1)[CH3:23], predict the reactants needed to synthesize it. The reactants are: [NH2:1][C:2]1[CH:3]=[N:4][C:5]2[C:10]([C:11]=1[NH:12][CH2:13][C:14]1([C:18]([O:20][CH2:21][CH3:22])=[O:19])[CH2:17][CH2:16][CH2:15]1)=[CH:9][CH:8]=[CH:7][CH:6]=2.[C:23](OCC)(OCC)(OCC)[CH2:24][CH3:25]. (5) Given the product [CH3:16][C:5]1[CH:6]=[CH:1][C:2]([S:7]([O:15][CH2:14][CH2:13][F:12])(=[O:8])=[O:9])=[CH:3][CH:4]=1, predict the reactants needed to synthesize it. The reactants are: [C:1]1(C)[C:2]([S:7](Cl)(=[O:9])=[O:8])=[CH:3][CH:4]=[CH:5][CH:6]=1.[F:12][CH2:13][CH2:14][OH:15].[CH2:16](N(CC)CC)C. (6) Given the product [CH3:2][S:3]([C:6]1[CH:12]=[CH:11][C:9]([NH:10][C:17](=[NH:18])[C:19]2[CH:24]=[C:23]([CH3:25])[CH:22]=[N:21][CH:20]=2)=[CH:8][CH:7]=1)(=[O:4])=[O:5], predict the reactants needed to synthesize it. The reactants are: Cl.[CH3:2][S:3]([C:6]1[CH:12]=[CH:11][C:9]([NH2:10])=[CH:8][CH:7]=1)(=[O:5])=[O:4].C[Al](C)C.[C:17]([C:19]1[CH:20]=[N:21][CH:22]=[C:23]([CH3:25])[CH:24]=1)#[N:18].